Dataset: NCI-60 drug combinations with 297,098 pairs across 59 cell lines. Task: Regression. Given two drug SMILES strings and cell line genomic features, predict the synergy score measuring deviation from expected non-interaction effect. (1) Drug 1: CC(CN1CC(=O)NC(=O)C1)N2CC(=O)NC(=O)C2. Drug 2: C1C(C(OC1N2C=NC3=C2NC=NCC3O)CO)O. Cell line: NCI-H322M. Synergy scores: CSS=6.10, Synergy_ZIP=-2.93, Synergy_Bliss=-0.332, Synergy_Loewe=0.879, Synergy_HSA=1.01. (2) Drug 1: C1=CC(=CC=C1C#N)C(C2=CC=C(C=C2)C#N)N3C=NC=N3. Drug 2: C1=NNC2=C1C(=O)NC=N2. Cell line: ACHN. Synergy scores: CSS=-7.98, Synergy_ZIP=1.38, Synergy_Bliss=-1.45, Synergy_Loewe=-7.79, Synergy_HSA=-5.36. (3) Drug 1: C1CCC(CC1)NC(=O)N(CCCl)N=O. Drug 2: CC1C(C(=O)NC(C(=O)N2CCCC2C(=O)N(CC(=O)N(C(C(=O)O1)C(C)C)C)C)C(C)C)NC(=O)C3=C4C(=C(C=C3)C)OC5=C(C(=O)C(=C(C5=N4)C(=O)NC6C(OC(=O)C(N(C(=O)CN(C(=O)C7CCCN7C(=O)C(NC6=O)C(C)C)C)C)C(C)C)C)N)C. Cell line: OVCAR-8. Synergy scores: CSS=23.3, Synergy_ZIP=1.23, Synergy_Bliss=8.50, Synergy_Loewe=6.59, Synergy_HSA=6.82.